This data is from Catalyst prediction with 721,799 reactions and 888 catalyst types from USPTO. The task is: Predict which catalyst facilitates the given reaction. (1) Reactant: [CH3:1][O:2][C:3](=[O:12])[C:4]1[CH:9]=[CH:8][CH:7]=[C:6]([CH2:10]Br)[CH:5]=1.[P:13]([O-:25])([O:20][C:21]([CH3:24])([CH3:23])[CH3:22])([O:15][C:16]([CH3:19])([CH3:18])[CH3:17])=[O:14].[K+].CCOC(C)=O. Product: [C:21]([O:20][P:13]([O:25][CH2:10][C:6]1[CH:5]=[C:4]([CH:9]=[CH:8][CH:7]=1)[C:3]([O:2][CH3:1])=[O:12])([O:15][C:16]([CH3:19])([CH3:18])[CH3:17])=[O:14])([CH3:24])([CH3:23])[CH3:22]. The catalyst class is: 1. (2) Reactant: [Cl:1][C:2]1[N:9]=[C:8]([Cl:10])[C:7]([CH:11]2[CH2:13][CH2:12]2)=[CH:6][C:3]=1[C:4]#[N:5].C([O-])([O-])=[O:15].[K+].[K+].OO.O. Product: [Cl:1][C:2]1[N:9]=[C:8]([Cl:10])[C:7]([CH:11]2[CH2:12][CH2:13]2)=[CH:6][C:3]=1[C:4]([NH2:5])=[O:15]. The catalyst class is: 16.